This data is from Full USPTO retrosynthesis dataset with 1.9M reactions from patents (1976-2016). The task is: Predict the reactants needed to synthesize the given product. (1) Given the product [OH:6][CH2:5][CH2:7][NH:8][C:12]([C:14]1[N:15]=[N:16][C:17]([O:20][CH2:21][C:22]2[C:23]([C:28]3[CH:33]=[CH:32][CH:31]=[C:30]([F:34])[CH:29]=3)=[N:24][O:25][C:26]=2[CH3:27])=[CH:18][CH:19]=1)=[O:11], predict the reactants needed to synthesize it. The reactants are: C[Al](C)C.[CH2:5]([CH2:7][NH2:8])[OH:6].C([O:11][C:12]([C:14]1[N:15]=[N:16][C:17]([O:20][CH2:21][C:22]2[C:23]([C:28]3[CH:33]=[CH:32][CH:31]=[C:30]([F:34])[CH:29]=3)=[N:24][O:25][C:26]=2[CH3:27])=[CH:18][CH:19]=1)=O)C.C(C(C(C([O-])=O)O)O)([O-])=O.[K+].[Na+]. (2) Given the product [Br:1][C:2]1[CH:3]=[C:4]([CH:5]=[CH:6][C:7]=1[CH2:8][CH3:9])[NH2:10], predict the reactants needed to synthesize it. The reactants are: [Br:1][C:2]1[CH:3]=[C:4]([N+:10]([O-])=O)[CH:5]=[CH:6][C:7]=1[CH2:8][CH3:9].C(Cl)Cl.